From a dataset of Kir2.1 potassium channel HTS with 301,493 compounds. Binary Classification. Given a drug SMILES string, predict its activity (active/inactive) in a high-throughput screening assay against a specified biological target. (1) The drug is O(n1c(n2nc(cc2C)C)nc2c(c1=O)cccc2)CC(OC)=O. The result is 0 (inactive). (2) The compound is O=c1nc(Nc2ccc(N(C)C)cc2)[nH]c(c1)C. The result is 0 (inactive). (3) The drug is s1c(nnc1NC(=O)COc1ccc(CC)cc1)c1occc1. The result is 0 (inactive). (4) The compound is O=C1N(C(CCCC)CNC1=O)CCCc1cc(OC)c(OC)c(OC)c1. The result is 0 (inactive). (5) The compound is S(=O)(=O)(N1CCOCC1)c1cc(C(=O)N2c3c(NC(=O)C2)cccc3)ccc1F. The result is 0 (inactive). (6) The drug is s1cc(C2C(=C(OC(N)=C2C#N)C)C(OCC)=O)cc1. The result is 0 (inactive). (7) The drug is Brc1ccc(NCc2n(c3c(n2)cccc3)C)cc1. The result is 0 (inactive). (8) The molecule is S=C(Nc1cc2c(n(nc2)C)cc1)N. The result is 0 (inactive). (9) The molecule is O(c1c2c([nH]\c(cc2C(O)=O)=C2/C=C(OC)C(=O)C=C2)cc(OC)c1OC)C. The result is 0 (inactive).